From a dataset of Reaction yield outcomes from USPTO patents with 853,638 reactions. Predict the reaction yield, written as a fraction of the theoretical maximum amount of product (1.0 means a 100% yield; for example, 0.34 means a 34% yield). (1) The reactants are [Cl:1][C:2]1[C:3]([O:12][C:13]2[CH:18]=[C:17]([O:19][CH2:20][CH:21]3[CH2:25][CH2:24][CH2:23][O:22]3)[CH:16]=[CH:15][C:14]=2/[CH:26]=[CH:27]/[C:28]([O:30]CC)=[O:29])=[N:4][CH:5]=[C:6]([C:8]([F:11])([F:10])[F:9])[CH:7]=1.[OH-].[Na+].O1CCCC1.Cl. The catalyst is C(O)C. The product is [Cl:1][C:2]1[C:3]([O:12][C:13]2[CH:18]=[C:17]([O:19][CH2:20][CH:21]3[CH2:25][CH2:24][CH2:23][O:22]3)[CH:16]=[CH:15][C:14]=2/[CH:26]=[CH:27]/[C:28]([OH:30])=[O:29])=[N:4][CH:5]=[C:6]([C:8]([F:11])([F:10])[F:9])[CH:7]=1. The yield is 0.480. (2) The reactants are [F:1][C:2]1[CH:7]=[CH:6][CH:5]=[C:4]([O:8][CH3:9])[C:3]=1B(O)O.[CH2:13]([O:20][C:21]([N:23]1[CH2:28][CH2:27][CH2:26][CH:25]([C:29](=[O:38])[NH:30][C:31]2[CH:36]=[C:35](Cl)[N:34]=[CH:33][N:32]=2)[CH2:24]1)=[O:22])[C:14]1[CH:19]=[CH:18][CH:17]=[CH:16][CH:15]=1.C1C=CC(P(C2C=CC=CC=2)C2C=CC=CC=2)=CC=1.C(=O)([O-])[O-].[Na+].[Na+]. The catalyst is C1COCC1.O.C([O-])(=O)C.[Pd+2].C([O-])(=O)C. The product is [CH2:13]([O:20][C:21]([N:23]1[CH2:28][CH2:27][CH2:26][CH:25]([C:29](=[O:38])[NH:30][C:31]2[CH:36]=[C:35]([C:3]3[C:4]([O:8][CH3:9])=[CH:5][CH:6]=[CH:7][C:2]=3[F:1])[N:34]=[CH:33][N:32]=2)[CH2:24]1)=[O:22])[C:14]1[CH:15]=[CH:16][CH:17]=[CH:18][CH:19]=1. The yield is 0.667. (3) The reactants are [OH:1][C:2]1[NH:7][C:6](=[O:8])[N:5]([CH2:9][C:10]2[CH:15]=[CH:14][CH:13]=[CH:12][CH:11]=2)[C:4](=[O:16])[C:3]=1[C:17]([NH:19][CH2:20][C:21]([O:23]CC)=[O:22])=[O:18].[Cl:26][C:27]1[CH:28]=[C:29]([CH:32]=[CH:33][C:34]=1[Cl:35])[CH2:30]Br.C(=O)([O-])[O-].[Na+].[Na+].Cl. The catalyst is CN(C)C=O. The product is [Cl:26][C:27]1[CH:28]=[C:29]([CH2:30][N:7]2[C:2]([OH:1])=[C:3]([C:17]([NH:19][CH2:20][C:21]([OH:23])=[O:22])=[O:18])[C:4](=[O:16])[N:5]([CH2:9][C:10]3[CH:15]=[CH:14][CH:13]=[CH:12][CH:11]=3)[C:6]2=[O:8])[CH:32]=[CH:33][C:34]=1[Cl:35]. The yield is 0.100. (4) The reactants are [NH2:1][C@H:2]([C:4]1([OH:27])[CH2:7][N:6]([C:8]([C:10]2[CH:15]=[CH:14][C:13]([F:16])=[C:12]([F:17])[C:11]=2[NH:18][C:19]2[CH:24]=[CH:23][C:22]([I:25])=[CH:21][C:20]=2[F:26])=[O:9])[CH2:5]1)[CH3:3].[CH2:28]=O.[BH4-].[Na+]. The catalyst is CO.C=O. The product is [F:17][C:12]1[C:11]([NH:18][C:19]2[CH:24]=[CH:23][C:22]([I:25])=[CH:21][C:20]=2[F:26])=[C:10]([C:8]([N:6]2[CH2:7][C:4]([C@@H:2]([NH:1][CH3:28])[CH3:3])([OH:27])[CH2:5]2)=[O:9])[CH:15]=[CH:14][C:13]=1[F:16]. The yield is 0.220. (5) The reactants are Br[C:2]1[C:3]([O:21][CH2:22][CH3:23])=[C:4]([CH:11]([NH:13][C:14](=[O:20])[O:15][C:16]([CH3:19])([CH3:18])[CH3:17])[CH3:12])[CH:5]=[C:6]([Cl:10])[C:7]=1[C:8]#[N:9].[CH3:24][N:25]([CH3:37])[C:26]([C:28]1[N:33]=[CH:32][C:31](B(O)O)=[CH:30][CH:29]=1)=[O:27].C(=O)([O-])[O-].[K+].[K+]. The catalyst is O1CCOCC1.O.C1C=CC([P]([Pd]([P](C2C=CC=CC=2)(C2C=CC=CC=2)C2C=CC=CC=2)([P](C2C=CC=CC=2)(C2C=CC=CC=2)C2C=CC=CC=2)[P](C2C=CC=CC=2)(C2C=CC=CC=2)C2C=CC=CC=2)(C2C=CC=CC=2)C2C=CC=CC=2)=CC=1. The product is [Cl:10][C:6]1[C:7]([C:8]#[N:9])=[C:2]([C:31]2[CH:32]=[N:33][C:28]([C:26]([N:25]([CH3:37])[CH3:24])=[O:27])=[CH:29][CH:30]=2)[C:3]([O:21][CH2:22][CH3:23])=[C:4]([CH:11]([NH:13][C:14](=[O:20])[O:15][C:16]([CH3:19])([CH3:18])[CH3:17])[CH3:12])[CH:5]=1. The yield is 0.660. (6) The reactants are [S:1]1[CH:5]=[CH:4][CH:3]=[C:2]1[CH:6]=O.[CH3:8][C:9]([CH3:11])=[O:10].[OH-].[Na+].O. The catalyst is C(O)C. The product is [S:1]1[CH:5]=[CH:4][CH:3]=[C:2]1[CH:6]=[CH:8][C:9](=[O:10])[CH:11]=[CH:6][C:2]1[S:1][CH:5]=[CH:4][CH:3]=1. The yield is 0.820. (7) The reactants are C([O-])(=O)C.[Na+].C([CH2:9][CH2:10][N:11]1[CH:15]=[C:14]([C:16]2[CH:21]=[CH:20][CH:19]=[CH:18][CH:17]=2)[CH:13]=[C:12]1[C:22]([OH:24])=O)(O)=O. The catalyst is C(OC(=O)C)(=O)C. The product is [C:16]1([C:14]2[CH:13]=[C:12]3[N:11]([CH2:10][CH2:9][C:22]3=[O:24])[CH:15]=2)[CH:17]=[CH:18][CH:19]=[CH:20][CH:21]=1. The yield is 0.270. (8) The reactants are Br[C:2]1[CH:3]=[C:4]2[C:8](=[C:9]([C:11]([NH2:13])=[O:12])[CH:10]=1)[NH:7][CH:6]=[C:5]2[CH:14]1[CH2:19][CH2:18][CH2:17][S:16](=[O:21])(=[O:20])[CH2:15]1.[O:22]1[CH:26]=[CH:25][CH:24]=[C:23]1B(O)O.C(=O)([O-])[O-].[K+].[K+]. The catalyst is O1CCOCC1.O.C1C=CC(P(C2C=CC=CC=2)[C-]2C=CC=C2)=CC=1.C1C=CC(P(C2C=CC=CC=2)[C-]2C=CC=C2)=CC=1.Cl[Pd]Cl.[Fe+2]. The product is [O:20]=[S:16]1(=[O:21])[CH2:17][CH2:18][CH2:19][CH:14]([C:5]2[C:4]3[C:8](=[C:9]([C:11]([NH2:13])=[O:12])[CH:10]=[C:2]([C:23]4[O:22][CH:26]=[CH:25][CH:24]=4)[CH:3]=3)[NH:7][CH:6]=2)[CH2:15]1. The yield is 0.370. (9) The reactants are [F:1][C:2]1[CH:7]=[CH:6][CH:5]=[CH:4][C:3]=1[CH2:8][CH2:9][OH:10].[C:11](OC=C)(=O)[CH3:12].C(=O)([O-])[O-].[Na+].[Na+]. The catalyst is C1CC=CCCC=C1.C1CC=CCCC=C1.[Cl-].[Cl-].[Ir].[Ir].C1(C)C=CC=CC=1. The product is [F:1][C:2]1[CH:7]=[CH:6][CH:5]=[CH:4][C:3]=1[CH2:8][CH2:9][O:10][CH:11]=[CH2:12]. The yield is 0.720. (10) The catalyst is CC(O)=O. The product is [Cl:1][C:2]1[C:3]([F:17])=[C:4]([C:9]2[N:10]=[CH:11][N:12]=[C:13]([OH:15])[CH:14]=2)[C:5]([F:8])=[CH:6][CH:7]=1. The yield is 0.850. The reactants are [Cl:1][C:2]1[C:3]([F:17])=[C:4]([C:9]2[CH:14]=[C:13]([O:15]C)[N:12]=[CH:11][N:10]=2)[C:5]([F:8])=[CH:6][CH:7]=1.Br.CCOCC.